Dataset: Full USPTO retrosynthesis dataset with 1.9M reactions from patents (1976-2016). Task: Predict the reactants needed to synthesize the given product. (1) Given the product [F:1][C:2]1[CH:10]=[CH:9][CH:8]=[C:7]2[C:3]=1[CH:4]=[C:5]([CH:11]1[NH:16][CH:15]([C:17]3[C:18]([N:37]([CH3:42])[S:38]([CH3:41])(=[O:40])=[O:39])=[CH:19][C:20]4[O:24][C:23]([C:25]5[CH:30]=[CH:29][C:28]([F:31])=[CH:27][CH:26]=5)=[C:22]([C:32]([NH:34][CH3:35])=[O:33])[C:21]=4[CH:36]=3)[CH2:14][NH:13][CH2:12]1)[NH:6]2, predict the reactants needed to synthesize it. The reactants are: [F:1][C:2]1[CH:10]=[CH:9][CH:8]=[C:7]2[C:3]=1[CH:4]=[C:5]([C:11]1[N:16]=[C:15]([C:17]3[C:18]([N:37]([CH3:42])[S:38]([CH3:41])(=[O:40])=[O:39])=[CH:19][C:20]4[O:24][C:23]([C:25]5[CH:30]=[CH:29][C:28]([F:31])=[CH:27][CH:26]=5)=[C:22]([C:32]([NH:34][CH3:35])=[O:33])[C:21]=4[CH:36]=3)[CH:14]=[N:13][CH:12]=1)[NH:6]2. (2) Given the product [C:7]([C:4]1[CH:3]=[C:2]([NH:1][C:24]([NH:23][C:20]2[CH:19]=[CH:18][C:17]([O:16][C:15]3[CH:26]=[CH:27][C:12]([CH3:11])=[CH:13][CH:14]=3)=[CH:22][CH:21]=2)=[O:25])[NH:6][N:5]=1)([CH3:10])([CH3:9])[CH3:8], predict the reactants needed to synthesize it. The reactants are: [NH2:1][C:2]1[NH:6][N:5]=[C:4]([C:7]([CH3:10])([CH3:9])[CH3:8])[CH:3]=1.[CH3:11][C:12]1[CH:27]=[CH:26][C:15]([O:16][C:17]2[CH:22]=[CH:21][C:20]([N:23]=[C:24]=[O:25])=[CH:19][CH:18]=2)=[CH:14][CH:13]=1. (3) Given the product [Cl:24][C:2]1[C:11]2[C:6](=[CH:7][C:8]([C:12]3[CH:13]=[C:14]([CH:18]=[CH:19][C:20]=3[CH3:21])[C:15]([NH:30][CH:33]3[CH2:35][CH2:34]3)=[O:17])=[CH:9][CH:10]=2)[CH:5]=[N:4][N:3]=1, predict the reactants needed to synthesize it. The reactants are: O[C:2]1[C:11]2[C:6](=[CH:7][C:8]([C:12]3[CH:13]=[C:14]([CH:18]=[CH:19][C:20]=3[CH3:21])[C:15]([OH:17])=O)=[CH:9][CH:10]=2)[CH:5]=[N:4][N:3]=1.P(Cl)(Cl)([Cl:24])=O.C([N:30]([CH:33]([CH3:35])[CH3:34])CC)(C)C.C1(N)CC1. (4) Given the product [F:1][C:2]1[CH:24]=[C:23]([F:25])[CH:22]=[CH:21][C:3]=1[CH2:4][O:5][C:6]1[CH:11]=[CH:10][N:9]([CH2:12][C:13]2[CH:18]=[CH:17][CH:16]=[C:15]([F:19])[CH:14]=2)[C:8](=[O:20])[C:7]=1[I:26], predict the reactants needed to synthesize it. The reactants are: [F:1][C:2]1[CH:24]=[C:23]([F:25])[CH:22]=[CH:21][C:3]=1[CH2:4][O:5][C:6]1[CH:11]=[CH:10][N:9]([CH2:12][C:13]2[CH:18]=[CH:17][CH:16]=[C:15]([F:19])[CH:14]=2)[C:8](=[O:20])[CH:7]=1.[I:26]N1C(=O)CCC1=O.ClC(Cl)C(O)=O. (5) The reactants are: N1([O:10][C:11](=[O:43])[C:12]([C:22]2[CH:27]=[CH:26][C:25]([O:28][C:29]3[CH:34]=[CH:33][C:32]([CH2:35][CH:36]4[S:40][C:39](=[O:41])[NH:38][C:37]4=[O:42])=[CH:31][CH:30]=3)=[CH:24][CH:23]=2)=[CH:13][C:14]2[CH:19]=[C:18]([CH3:20])[CH:17]=[C:16]([CH3:21])[CH:15]=2)C2C=CC=CC=2N=N1.[CH3:44][O-].[Na+]. Given the product [CH3:44][O:10][C:11](=[O:43])[C:12]([C:22]1[CH:27]=[CH:26][C:25]([O:28][C:29]2[CH:34]=[CH:33][C:32]([CH2:35][CH:36]3[S:40][C:39](=[O:41])[NH:38][C:37]3=[O:42])=[CH:31][CH:30]=2)=[CH:24][CH:23]=1)=[CH:13][C:14]1[CH:15]=[C:16]([CH3:21])[CH:17]=[C:18]([CH3:20])[CH:19]=1, predict the reactants needed to synthesize it.